Dataset: NCI-60 drug combinations with 297,098 pairs across 59 cell lines. Task: Regression. Given two drug SMILES strings and cell line genomic features, predict the synergy score measuring deviation from expected non-interaction effect. Drug 1: CC(CN1CC(=O)NC(=O)C1)N2CC(=O)NC(=O)C2. Drug 2: CC1=CC=C(C=C1)C2=CC(=NN2C3=CC=C(C=C3)S(=O)(=O)N)C(F)(F)F. Cell line: SW-620. Synergy scores: CSS=33.6, Synergy_ZIP=-6.50, Synergy_Bliss=-2.84, Synergy_Loewe=-3.26, Synergy_HSA=-2.35.